Dataset: Drug-target binding data from BindingDB using IC50 measurements. Task: Regression. Given a target protein amino acid sequence and a drug SMILES string, predict the binding affinity score between them. We predict pIC50 (pIC50 = -log10(IC50 in M); higher means more potent). Dataset: bindingdb_ic50. The drug is CCNc1nc2ccccc2n1-c1nc2c(c(C(C)(C)S(C)(=O)=O)n1)OC[C@@H]1COCCN21. The target protein sequence is LAEFMEHSDKGPLPLRDDNGIVLLGERAAKCRAYAKALHYKELEFQKGPTPAILESLISINNKLQQPEAAAGVLEYAMKHFGELEIQATWYEKLHEWEDALVAYDKKMDTNKDDPELMLGRMRCLEALGEWGQLHQQCCEKWTLVNDETQAKMARMAAAAAWGLGQWDSMEEYTCMIPRDTHDGAFYRAVLALHQDLFSLAQQCIDKARDLLDAELTAMAGESYSRAYGAMVSCHMLSELEEVIQYKLVPERREIIRQIWWERLQGCQRIVEDWQKILMVRSLVVSPHEDMRTWLKYASLCGKSGRLALAHKTLVLLLGVDPSRQLDHPLPTVHPQVTYAYMKNMWKSARKIDAFQHMQHFVQTMQQQAQHAIATEDQQHKQELHKLMARCFLKLGEWQLNLQGINESTIPKVLQYYSAATEHDRSWYKAWHAWAVMNFEAVLHYKHQNQARDEKKKLRHASGANITNATTAATTAATATTTASTEGSNSESEAESTENS.... The pIC50 is 6.3.